This data is from Forward reaction prediction with 1.9M reactions from USPTO patents (1976-2016). The task is: Predict the product of the given reaction. (1) Given the reactants [NH:1]([C:13]([O:15][C:16]([CH3:19])([CH3:18])[CH3:17])=[O:14])[C@H:2]([C:10]([OH:12])=[O:11])[CH2:3]C1C=CC=CC=1.C(O)CCC.CCO.CC(O)=O, predict the reaction product. The product is: [NH:1]([C:13]([O:15][C:16]([CH3:17])([CH3:19])[CH3:18])=[O:14])[C@H:2]([C:10]([OH:12])=[O:11])[CH3:3]. (2) The product is: [C:22]([CH2:21][CH2:20][C:19]([C:16]1[CH:17]=[CH:18][C:13]([C:12]([NH:11][C:9]2[N:10]=[C:5]3[CH:4]=[CH:3][C:2]([C:29]4[CH:30]=[CH:31][S:27][CH:28]=4)=[CH:7][N:6]3[CH:8]=2)=[O:26])=[CH:14][CH:15]=1)([CH3:25])[CH3:24])#[N:23]. Given the reactants I[C:2]1[CH:3]=[CH:4][C:5]2[N:6]([CH:8]=[C:9]([NH:11][C:12](=[O:26])[C:13]3[CH:18]=[CH:17][C:16]([C:19]([CH3:25])([CH3:24])[CH2:20][CH2:21][C:22]#[N:23])=[CH:15][CH:14]=3)[N:10]=2)[CH:7]=1.[S:27]1[CH:31]=[CH:30][C:29](B(O)O)=[CH:28]1, predict the reaction product. (3) Given the reactants CS([C:5]1[C:6]2[N:13]=[C:12]([C:14]([N:16]3[CH2:21][CH2:20][CH2:19][CH2:18][CH2:17]3)=[O:15])[S:11][C:7]=2[N:8]=[CH:9][N:10]=1)(=O)=O.[CH:22]([O:25][C:26]1[CH:34]=[C:33]2[C:29]([CH:30]=[N:31][NH:32]2)=[CH:28][C:27]=1[NH2:35])([CH3:24])[CH3:23], predict the reaction product. The product is: [N:16]1([C:14]([C:12]2[S:11][C:7]3[N:8]=[CH:9][N:10]=[C:5]([NH:35][C:27]4[CH:28]=[C:29]5[C:33](=[CH:34][C:26]=4[O:25][CH:22]([CH3:24])[CH3:23])[NH:32][N:31]=[CH:30]5)[C:6]=3[N:13]=2)=[O:15])[CH2:21][CH2:20][CH2:19][CH2:18][CH2:17]1.